From a dataset of Full USPTO retrosynthesis dataset with 1.9M reactions from patents (1976-2016). Predict the reactants needed to synthesize the given product. Given the product [F:29][C:19]([F:18])([F:28])[C:20]1[N:21]=[CH:22][C:23]([CH2:26][CH2:27][N:6]2[C:7]3[CH:8]=[CH:9][C:10]([CH3:13])=[CH:11][C:12]=3[C:4]3[CH2:3][N:2]([CH3:1])[C:15]([CH3:17])([CH3:16])[CH2:14][C:5]2=3)=[CH:24][CH:25]=1, predict the reactants needed to synthesize it. The reactants are: [CH3:1][N:2]1[C:15]([CH3:17])([CH3:16])[CH2:14][C:5]2[NH:6][C:7]3[CH:8]=[CH:9][C:10]([CH3:13])=[CH:11][C:12]=3[C:4]=2[CH2:3]1.[F:18][C:19]([F:29])([F:28])[C:20]1[CH:25]=[CH:24][C:23]([CH:26]=[CH2:27])=[CH:22][N:21]=1.[OH-].[K+].